From a dataset of Catalyst prediction with 721,799 reactions and 888 catalyst types from USPTO. Predict which catalyst facilitates the given reaction. (1) Reactant: [O:1]1[CH2:6][C:5](=[O:7])[NH:4][C:3]2[N:8]=[CH:9][CH:10]=[CH:11][C:2]1=2.C1C(=O)N([Br:19])C(=O)C1.O. Product: [Br:19][C:10]1[CH:9]=[N:8][C:3]2[NH:4][C:5](=[O:7])[CH2:6][O:1][C:2]=2[CH:11]=1. The catalyst class is: 3. (2) Reactant: CN(C1C=CC=CN=1)C.[C:18](O[C:18]([O:20][C:21]([CH3:24])([CH3:23])[CH3:22])=[O:19])([O:20][C:21]([CH3:24])([CH3:23])[CH3:22])=[O:19].[CH3:25][C:26]1[C:34]2[C:29](=[CH:30][CH:31]=[CH:32][CH:33]=2)[NH:28][CH:27]=1. Product: [C:21]([O:20][C:18]([N:28]1[C:29]2[C:34](=[CH:33][CH:32]=[CH:31][CH:30]=2)[C:26]([CH3:25])=[CH:27]1)=[O:19])([CH3:22])([CH3:23])[CH3:24]. The catalyst class is: 4. (3) Product: [C:1]([C:3]1[CH:4]=[CH:5][C:6]([O:13][CH2:14][C:15]2[CH:20]=[CH:19][CH:18]=[CH:17][CH:16]=2)=[C:7]([CH:12]=1)[C:8]([OH:10])=[O:9])#[N:2]. Reactant: [C:1]([C:3]1[CH:4]=[CH:5][C:6]([O:13][CH2:14][C:15]2[CH:20]=[CH:19][CH:18]=[CH:17][CH:16]=2)=[C:7]([CH:12]=1)[C:8]([O:10]C)=[O:9])#[N:2].[OH-].[Li+]. The catalyst class is: 20. (4) Reactant: N1C=CC=CC=1.[CH2:7]([O:9][C:10]([C:12]1[C:13]2[C:28](=[O:29])[CH:27]([Se]C3C=CC=CC=3)[CH2:26][CH2:25][CH2:24][C:14]=2[N:15]([C:17]([O:19][C:20]([CH3:23])([CH3:22])[CH3:21])=[O:18])[CH:16]=1)=[O:11])[CH3:8].OO. Product: [CH2:7]([O:9][C:10]([C:12]1[C:13]2[C:28](=[O:29])[CH:27]=[CH:26][CH2:25][CH2:24][C:14]=2[N:15]([C:17]([O:19][C:20]([CH3:23])([CH3:21])[CH3:22])=[O:18])[CH:16]=1)=[O:11])[CH3:8]. The catalyst class is: 2. (5) Reactant: [S:1]=[C:2]1[NH:7][C:6]2[CH:8]=[CH:9][NH:10][C:5]=2[C:4](=[O:11])[N:3]1[C:12]1[CH:17]=[CH:16][C:15]([O:18][CH2:19][C:20]([F:23])([F:22])[F:21])=[CH:14][CH:13]=1.Cl[CH2:25][CH:26]([CH3:31])[C:27]([O:29][CH3:30])=[O:28].[CH2:32](N(C(C)C)C(C)C)C. Product: [CH3:31][CH:26]([CH2:25][CH2:32][S:1][C:2]1[N:3]([C:12]2[CH:13]=[CH:14][C:15]([O:18][CH2:19][C:20]([F:23])([F:22])[F:21])=[CH:16][CH:17]=2)[C:4](=[O:11])[C:5]2[NH:10][CH:9]=[CH:8][C:6]=2[N:7]=1)[C:27]([O:29][CH3:30])=[O:28]. The catalyst class is: 9.